From a dataset of Forward reaction prediction with 1.9M reactions from USPTO patents (1976-2016). Predict the product of the given reaction. (1) Given the reactants [O:1]=[C:2]1[O:8][C@H:7]([C@H:9]([CH2:11][OH:12])[OH:10])[C:5]([OH:6])=[C:3]1[OH:4].[CH2:13]1[CH:17]2[C@H:18]3[C:23](=[O:24])[O:22][C:20](=[O:21])[C@H:19]3[CH:14]1[CH:15]=[CH:16]2.O, predict the reaction product. The product is: [OH:6][C:5]1[C@@H:7]([C@@H:9]([OH:10])[CH2:11][O:12][C:23]([CH:18]2[CH:17]3[CH2:13][CH:14]([CH:15]=[CH:16]3)[CH:19]2[C:20]([OH:22])=[O:21])=[O:24])[O:8][C:2](=[O:1])[C:3]=1[OH:4]. (2) Given the reactants [F:1][C:2]1[CH:3]=[C:4]([C:9](=[O:30])[C:10](=[C:21]2[NH:25][C:24]3[CH:26]=[CH:27][CH:28]=[CH:29][C:23]=3[NH:22]2)[C:11]([C:13]2[CH:18]=[CH:17][CH:16]=[C:15]([CH2:19][OH:20])[CH:14]=2)=[O:12])[CH:5]=[C:6]([F:8])[CH:7]=1, predict the reaction product. The product is: [F:1][C:2]1[CH:3]=[C:4]([C:9](=[O:30])[C:10](=[C:21]2[NH:22][C:23]3[CH:29]=[CH:28][CH:27]=[CH:26][C:24]=3[NH:25]2)[C:11]([C:13]2[CH:14]=[C:15]([CH:16]=[CH:17][CH:18]=2)[CH:19]=[O:20])=[O:12])[CH:5]=[C:6]([F:8])[CH:7]=1. (3) Given the reactants [Li+].[OH-].[CH3:3][C@H:4]1[C:12]2[C:11]([C:13]3[CH:22]=[CH:21][C:16]([C:17]([O:19]C)=[O:18])=[CH:15][CH:14]=3)=[N:10][CH:9]=[N:8][C:7]=2[CH2:6][CH2:5]1, predict the reaction product. The product is: [CH3:3][C@H:4]1[C:12]2[C:11]([C:13]3[CH:22]=[CH:21][C:16]([C:17]([OH:19])=[O:18])=[CH:15][CH:14]=3)=[N:10][CH:9]=[N:8][C:7]=2[CH2:6][CH2:5]1. (4) Given the reactants C(N(CC)CC)C.[CH3:8][C:9]1[N:10]([CH2:29][CH:30]2[CH2:35][CH2:34][NH:33][CH2:32][CH2:31]2)[C:11]2[C:16]([CH:17]=1)=[CH:15][C:14]([C:18]1[CH:19]=[N:20][N:21]([CH:23]3[CH2:28][CH2:27][CH2:26][CH2:25][O:24]3)[CH:22]=1)=[CH:13][CH:12]=2.[C:36](Cl)(=[O:45])[CH2:37][CH2:38][C:39]1[CH:44]=[CH:43][CH:42]=[CH:41][CH:40]=1.C(=O)(O)[O-].[Na+], predict the reaction product. The product is: [CH3:8][C:9]1[N:10]([CH2:29][CH:30]2[CH2:31][CH2:32][N:33]([C:36](=[O:45])[CH2:37][CH2:38][C:39]3[CH:44]=[CH:43][CH:42]=[CH:41][CH:40]=3)[CH2:34][CH2:35]2)[C:11]2[C:16]([CH:17]=1)=[CH:15][C:14]([C:18]1[CH:19]=[N:20][N:21]([CH:23]3[CH2:28][CH2:27][CH2:26][CH2:25][O:24]3)[CH:22]=1)=[CH:13][CH:12]=2. (5) Given the reactants [CH2:1]([OH:4])[CH2:2][CH3:3].CC(C)([O-])C.[K+].Cl[C:12]1[C:17]([C:18]#[N:19])=[C:16]([C:20]2[CH:25]=[CH:24][CH:23]=[CH:22][CH:21]=2)[C:15]([C:26]#[N:27])=[C:14]([S:28][CH2:29][C:30]2[N:31]=[C:32]([C:35]3[CH:40]=[CH:39][C:38]([Cl:41])=[CH:37][CH:36]=3)[S:33][CH:34]=2)[N:13]=1, predict the reaction product. The product is: [Cl:41][C:38]1[CH:37]=[CH:36][C:35]([C:32]2[S:33][CH:34]=[C:30]([CH2:29][S:28][C:14]3[C:15]([C:26]#[N:27])=[C:16]([C:20]4[CH:25]=[CH:24][CH:23]=[CH:22][CH:21]=4)[C:17]([C:18]#[N:19])=[C:12]([O:4][CH2:1][CH2:2][CH3:3])[N:13]=3)[N:31]=2)=[CH:40][CH:39]=1. (6) Given the reactants Br[C:2]1[CH:3]([C:14]2[CH:19]=[CH:18][C:17]([O:20][CH2:21][CH2:22][N:23]3[CH2:26][CH:25]([CH2:27][F:28])[CH2:24]3)=[CH:16][CH:15]=2)[O:4][C:5]2[C:10]([C:11]=1[CH3:12])=[CH:9][C:8]([OH:13])=[CH:7][CH:6]=2.[C:29]([NH:32][C:33]1[CH:34]=[C:35](B(O)O)[CH:36]=[CH:37][CH:38]=1)(=[O:31])[CH3:30], predict the reaction product. The product is: [F:28][CH2:27][CH:25]1[CH2:24][N:23]([CH2:22][CH2:21][O:20][C:17]2[CH:16]=[CH:15][C:14]([CH:3]3[C:2]([C:37]4[CH:38]=[C:33]([NH:32][C:29](=[O:31])[CH3:30])[CH:34]=[CH:35][CH:36]=4)=[C:11]([CH3:12])[C:10]4[C:5](=[CH:6][CH:7]=[C:8]([OH:13])[CH:9]=4)[O:4]3)=[CH:19][CH:18]=2)[CH2:26]1. (7) Given the reactants [OH:1][CH2:2][CH2:3][O:4][NH:5][C:6]([C:8]1[C:17]([NH:18][C:19]2[CH:24]=[CH:23][C:22]([Br:25])=[CH:21][C:20]=2[Cl:26])=[C:16]([F:27])[C:11]2[N:12]=[CH:13][N:14]([CH3:15])[C:10]=2[CH:9]=1)=[O:7].O.[C:29]1([CH3:39])[CH:34]=[CH:33][C:32]([S:35]([OH:38])(=[O:37])=[O:36])=[CH:31][CH:30]=1, predict the reaction product. The product is: [C:29]1([CH3:39])[CH:30]=[CH:31][C:32]([S:35]([OH:38])(=[O:36])=[O:37])=[CH:33][CH:34]=1.[OH:1][CH2:2][CH2:3][O:4][NH:5][C:6]([C:8]1[C:17]([NH:18][C:19]2[CH:24]=[CH:23][C:22]([Br:25])=[CH:21][C:20]=2[Cl:26])=[C:16]([F:27])[C:11]2[N:12]=[CH:13][N:14]([CH3:15])[C:10]=2[CH:9]=1)=[O:7]. (8) Given the reactants [CH:1]1([C:4]2[CH:5]=[C:6]([CH3:39])[C:7]([N:10]3[CH2:15][CH2:14][N:13]([C:16]([C:18]4[CH:23]=[CH:22][C:21]([N:24]5[C@H:28]([CH2:29][OH:30])[CH2:27][O:26][C:25]5=[O:31])=[CH:20][C:19]=4[N:32]4[CH2:36][CH2:35][CH2:34][S:33]4(=[O:38])=[O:37])=[O:17])[CH2:12][CH2:11]3)=[N:8][CH:9]=2)[CH2:3][CH2:2]1.[CH3:40]I, predict the reaction product. The product is: [CH:1]1([C:4]2[CH:5]=[C:6]([CH3:39])[C:7]([N:10]3[CH2:11][CH2:12][N:13]([C:16]([C:18]4[CH:23]=[CH:22][C:21]([N:24]5[C@H:28]([CH2:29][O:30][CH3:40])[CH2:27][O:26][C:25]5=[O:31])=[CH:20][C:19]=4[N:32]4[CH2:36][CH2:35][CH2:34][S:33]4(=[O:37])=[O:38])=[O:17])[CH2:14][CH2:15]3)=[N:8][CH:9]=2)[CH2:3][CH2:2]1. (9) Given the reactants [Br:1][C:2]1[C:3](=[O:10])[NH:4][C:5](=O)[NH:6][C:7]=1[Cl:8].[C:11]([O-:14])([O-])=O.[K+].[K+].[CH2:17](Br)[C:18]1[CH:23]=[CH:22][CH:21]=[CH:20][CH:19]=1.O, predict the reaction product. The product is: [CH2:5]([N:6]1[C:7]([Cl:8])=[C:2]([Br:1])[C:3](=[O:10])[N:4]([CH2:17][C:18]2[CH:23]=[CH:22][CH:21]=[CH:20][CH:19]=2)[C:11]1=[O:14])[C:18]1[CH:23]=[CH:22][CH:21]=[CH:20][CH:19]=1.